The task is: Predict which catalyst facilitates the given reaction.. This data is from Catalyst prediction with 721,799 reactions and 888 catalyst types from USPTO. (1) Reactant: [H-].[Na+].CS(O[CH:8]([CH:20]1[CH2:22][CH2:21]1)[CH2:9][CH2:10][C:11]1[CH:16]=[CH:15][CH:14]=[CH:13][C:12]=1[N+:17]([O-:19])=[O:18])(=O)=O. Product: [N+:17]([C:12]1[CH:13]=[CH:14][CH:15]=[CH:16][C:11]=1[CH:10]1[CH2:9][CH:8]1[CH:20]1[CH2:22][CH2:21]1)([O-:19])=[O:18]. The catalyst class is: 16. (2) Reactant: [NH:1]1[CH2:6][CH2:5][CH:4]([CH2:7][NH:8][C:9](=[O:15])[O:10][C:11]([CH3:14])([CH3:13])[CH3:12])[CH2:3][CH2:2]1.[N:16]1[CH:21]=[CH:20][CH:19]=[CH:18][C:17]=1[C:22]1[S:26][C:25]([S:27](Cl)(=[O:29])=[O:28])=[CH:24][CH:23]=1.C(N(CC)CC)C. Product: [N:16]1[CH:21]=[CH:20][CH:19]=[CH:18][C:17]=1[C:22]1[S:26][C:25]([S:27]([N:1]2[CH2:6][CH2:5][CH:4]([CH2:7][NH:8][C:9](=[O:15])[O:10][C:11]([CH3:12])([CH3:14])[CH3:13])[CH2:3][CH2:2]2)(=[O:29])=[O:28])=[CH:24][CH:23]=1. The catalyst class is: 4. (3) Reactant: [C:1]([O:5][C:6]([NH:8][C@H:9]([C:30]([O:32][CH3:33])=[O:31])[CH2:10][C:11]1[CH:16]=[CH:15][C:14]([CH2:17][CH2:18][CH2:19][C:20]2[CH:29]=[CH:28][C:27]3[C:22](=[N:23][CH:24]=[CH:25][CH:26]=3)[N:21]=2)=[CH:13][CH:12]=1)=[O:7])([CH3:4])([CH3:3])[CH3:2]. Product: [C:1]([O:5][C:6]([NH:8][C@H:9]([C:30]([O:32][CH3:33])=[O:31])[CH2:10][C:11]1[CH:16]=[CH:15][C:14]([CH2:17][CH2:18][CH2:19][C:20]2[CH:29]=[CH:28][C:27]3[CH2:26][CH2:25][CH2:24][NH:23][C:22]=3[N:21]=2)=[CH:13][CH:12]=1)=[O:7])([CH3:4])([CH3:3])[CH3:2]. The catalyst class is: 50. (4) The catalyst class is: 9. Product: [Br:1][C:2]1[CH:7]=[CH:6][C:5]2[O:8][CH2:16][CH2:15][N:10]3[C:9](=[N:13][CH:12]=[CH:11]3)[C:4]=2[CH:3]=1. Reactant: [Br:1][C:2]1[CH:7]=[CH:6][C:5]([OH:8])=[C:4]([C:9]2[NH:10][CH:11]=[CH:12][N:13]=2)[CH:3]=1.Br[CH2:15][CH2:16]Br.C(=O)([O-])[O-].[K+].[K+].C([O-])([O-])=O.[Cs+].[Cs+]. (5) Reactant: [CH2:1]([N:8]1[C:18]2[C:19]3[C:11](=[N:12][NH:13][C:14]=3[N:15]=[C:16]([S:20][CH3:21])[N:17]=2)[CH:10]([C:22](O)=[O:23])[CH2:9]1)[C:2]1[CH:7]=[CH:6][CH:5]=[CH:4][CH:3]=1.[CH2:25]([NH2:32])[C:26]1[CH:31]=[CH:30][CH:29]=[CH:28][CH:27]=1.CN(C(ON1N=NC2C=CC=CC1=2)=[N+](C)C)C.F[P-](F)(F)(F)(F)F.C(N(C(C)C)CC)(C)C. Product: [CH2:25]([NH:32][C:22]([CH:10]1[CH2:9][N:8]([CH2:1][C:2]2[CH:3]=[CH:4][CH:5]=[CH:6][CH:7]=2)[C:18]2[C:19]3[C:11]1=[N:12][NH:13][C:14]=3[N:15]=[C:16]([S:20][CH3:21])[N:17]=2)=[O:23])[C:26]1[CH:31]=[CH:30][CH:29]=[CH:28][CH:27]=1. The catalyst class is: 3. (6) Reactant: Cl.CN(C)[CH2:4][CH2:5][CH2:6]N=C=NCC.[OH2:13].ON1[C:19]2[CH:20]=[CH:21][CH:22]=[CH:23][C:18]=2N=N1.CN1[CH2:30][CH2:29][O:28]CC1.[NH2:31][C:32]1[S:33][C:34]([CH2:37][CH3:38])=[N:35][N:36]=1.CN(C)[CH:41]=[O:42]. Product: [CH2:37]([C:34]1[S:33][C:32]([NH:31][C:41]([C:20]2([CH2:19][C@H:30]([CH2:6][CH2:5][CH3:4])[C:29]([OH:28])=[O:13])[CH2:21][CH2:22][CH2:23][CH2:18]2)=[O:42])=[N:36][N:35]=1)[CH3:38]. The catalyst class is: 13. (7) Reactant: [OH:1][C:2]1[CH:7]=[CH:6][C:5]([N+:8]([O-:10])=[O:9])=[CH:4][C:3]=1[OH:11].C(=O)([O-])[O-].[K+].[K+].[CH2:18]([CH:20]1[O:22][CH2:21]1)Br.O. Product: [N+:8]([C:5]1[CH:6]=[CH:7][C:2]2[O:1][CH2:18][CH:20]([CH2:21][OH:22])[O:11][C:3]=2[CH:4]=1)([O-:10])=[O:9]. The catalyst class is: 42.